From a dataset of Peptide-MHC class II binding affinity with 134,281 pairs from IEDB. Regression. Given a peptide amino acid sequence and an MHC pseudo amino acid sequence, predict their binding affinity value. This is MHC class II binding data. (1) The peptide sequence is EIMKMCHTGVGPNMS. The MHC is DRB1_0101 with pseudo-sequence DRB1_0101. The binding affinity (normalized) is 0.477. (2) The peptide sequence is TFTMRLLSPVRVPNY. The MHC is DRB1_0401 with pseudo-sequence DRB1_0401. The binding affinity (normalized) is 0.181. (3) The peptide sequence is GELFIVDKIDAAFKI. The MHC is DRB3_0202 with pseudo-sequence DRB3_0202. The binding affinity (normalized) is 0.574.